Task: Predict the reactants needed to synthesize the given product.. Dataset: Full USPTO retrosynthesis dataset with 1.9M reactions from patents (1976-2016) (1) Given the product [CH3:1][O:2][C:3](=[O:7])[C:4]([OH:6])([CH3:13])[CH2:5][CH:8]=[CH2:9], predict the reactants needed to synthesize it. The reactants are: [CH3:1][O:2][C:3](=[O:7])[C:4](=[O:6])[CH3:5].[CH2:8](Br)[CH:9]=C.[In].[CH3:13]O.Cl. (2) Given the product [Cl:11][C:7]1[CH:8]=[CH:9][CH:10]=[C:2]([Cl:1])[C:3]=1[C:4]([NH:18][CH2:17][CH:16]([C:19]1[CH:20]=[N:21][C:22]([CH:25]([F:27])[F:26])=[CH:23][CH:24]=1)[CH2:15][CH:12]1[CH2:13][CH2:14]1)=[O:6], predict the reactants needed to synthesize it. The reactants are: [Cl:1][C:2]1[CH:10]=[CH:9][CH:8]=[C:7]([Cl:11])[C:3]=1[C:4]([OH:6])=O.[CH:12]1([CH2:15][CH:16]([C:19]2[CH:20]=[N:21][C:22]([CH:25]([F:27])[F:26])=[CH:23][CH:24]=2)[CH2:17][NH2:18])[CH2:14][CH2:13]1. (3) Given the product [CH2:1]([O:3][C:4]([C:6]1[S:10][C:9]([C:11]2[CH:16]=[CH:15][CH:14]=[CH:13][CH:12]=2)=[N:8][C:7]=1[CH2:17][Br:18])=[O:5])[CH3:2], predict the reactants needed to synthesize it. The reactants are: [CH2:1]([O:3][C:4]([C:6]1[S:10][C:9]([C:11]2[CH:16]=[CH:15][CH:14]=[CH:13][CH:12]=2)=[N:8][C:7]=1[CH3:17])=[O:5])[CH3:2].[Br:18]N1C(=O)CCC1=O. (4) Given the product [Cl:1][C:2]1[CH:24]=[CH:23][CH:22]=[CH:21][C:3]=1[O:4][C:5]1[CH2:9][N:8]([CH:10]([CH2:14][C@H:15]2[CH2:16][C@@H:17]([CH3:19])[CH2:18]2)[C:11]([NH:40][C:37]2[CH:38]=[CH:39][N:35]([CH2:34][C:33]([OH:32])([CH3:63])[CH3:25])[N:36]=2)=[O:13])[C:7](=[O:20])[CH:6]=1, predict the reactants needed to synthesize it. The reactants are: [Cl:1][C:2]1[CH:24]=[CH:23][CH:22]=[CH:21][C:3]=1[O:4][C:5]1[CH2:9][N:8]([CH:10]([CH2:14][C@H:15]2[CH2:18][C@@H:17]([CH3:19])[CH2:16]2)[C:11]([OH:13])=O)[C:7](=[O:20])[CH:6]=1.[C:25](Cl)(=O)C(Cl)=O.Cl.[OH:32][C@@H:33]([CH2:63]O)[CH2:34][N:35]1[CH:39]=[CH:38][C:37]([NH:40]C(=O)[C@@H](N2CC(OC3C=CC=C(Cl)C=3Cl)=CC2=O)CC(C)C)=[N:36]1.N1C(C)=CC=CC=1C. (5) Given the product [N:21]1[CH:22]=[CH:23][N:24]=[CH:25][C:20]=1[C:17]1[N:4]2[CH2:5][CH2:6][NH:7][C:2](=[O:1])[C:3]2=[N:19][N:18]=1, predict the reactants needed to synthesize it. The reactants are: [O:1]=[C:2]1[N:7](C(OCC[Si](C)(C)C)=O)[CH2:6][CH2:5][N:4]2[C:17]([C:20]3[CH:25]=[N:24][CH:23]=[CH:22][N:21]=3)=[N:18][N:19]=[C:3]12.C(O)(C(F)(F)F)=O.